From a dataset of Catalyst prediction with 721,799 reactions and 888 catalyst types from USPTO. Predict which catalyst facilitates the given reaction. Reactant: [Br:1][C:2]1[C:3]([C@H:10]([NH:20][C:21](=[O:36])[CH2:22][N:23]2[C:31]3[CH2:30][CH2:29][CH2:28][CH2:27][C:26]=3[C:25]([C:32]([F:35])([F:34])[F:33])=[N:24]2)[CH2:11][C:12]2[CH:17]=[C:16]([F:18])[CH:15]=[C:14]([F:19])[CH:13]=2)=[N:4][C:5]([S:8][CH3:9])=[N:6][CH:7]=1.ClC1C=C(C=CC=1)C(OO)=[O:42].[OH2:48]. Product: [Br:1][C:2]1[C:3]([C@H:10]([NH:20][C:21](=[O:36])[CH2:22][N:23]2[C:31]3[CH2:30][CH2:29][CH2:28][CH2:27][C:26]=3[C:25]([C:32]([F:35])([F:34])[F:33])=[N:24]2)[CH2:11][C:12]2[CH:17]=[C:16]([F:18])[CH:15]=[C:14]([F:19])[CH:13]=2)=[N:4][C:5]([S:8]([CH3:9])(=[O:42])=[O:48])=[N:6][CH:7]=1. The catalyst class is: 4.